This data is from Reaction yield outcomes from USPTO patents with 853,638 reactions. The task is: Predict the reaction yield, written as a fraction of the theoretical maximum amount of product (1.0 means a 100% yield; for example, 0.34 means a 34% yield). (1) The reactants are [CH2:1]([C:3]([C:14]1[S:18][C:17]([S:19]([OH:22])(=[O:21])=[O:20])=[C:16]([CH3:23])[CH:15]=1)([C:6]1[CH:11]=[CH:10][C:9]([OH:12])=[C:8]([CH3:13])[CH:7]=1)[CH2:4][CH3:5])[CH3:2].C(=O)([O-])[O-].[K+].[K+].Cl[CH2:31][C:32](=[O:37])[C:33]([CH3:36])([CH3:35])[CH3:34]. The catalyst is CC(=O)CC. The product is [CH3:34][C:33]([CH3:36])([CH3:35])[C:32](=[O:37])[CH2:31][O:12][C:9]1[CH:10]=[CH:11][C:6]([C:3]([C:14]2[S:18][C:17]([S:19]([OH:22])(=[O:21])=[O:20])=[C:16]([CH3:23])[CH:15]=2)([CH2:4][CH3:5])[CH2:1][CH3:2])=[CH:7][C:8]=1[CH3:13]. The yield is 0.970. (2) The yield is 0.647. The product is [CH3:17][C:18]1[N:19]=[CH:20][N:21]([C:24]2[CH:25]=[C:26]([NH:27][C:14]([C:1]3[C:13]4[CH2:12][C:11]5[C:6](=[CH:7][CH:8]=[CH:9][CH:10]=5)[C:5]=4[CH:4]=[CH:3][CH:2]=3)=[O:15])[CH:28]=[CH:29][CH:30]=2)[C:22]=1[CH3:23]. The catalyst is ClCCl.CN(C)C1C=CN=CC=1. The reactants are [C:1]1([C:14](O)=[O:15])[C:13]2[CH2:12][C:11]3[C:6](=[CH:7][CH:8]=[CH:9][CH:10]=3)[C:5]=2[CH:4]=[CH:3][CH:2]=1.[CH3:17][C:18]1[N:19]=[CH:20][N:21]([C:24]2[CH:25]=[C:26]([CH:28]=[CH:29][CH:30]=2)[NH2:27])[C:22]=1[CH3:23].Cl.C(N=C=NCCCN(C)C)C.